This data is from Forward reaction prediction with 1.9M reactions from USPTO patents (1976-2016). The task is: Predict the product of the given reaction. Given the reactants [CH2:1]([N:8]([CH2:28][C@@H:29]([C:31]1[CH:36]=[CH:35][CH:34]=[C:33]([Cl:37])[CH:32]=1)[OH:30])[CH2:9][CH2:10][CH2:11][C:12]1[CH:17]=[CH:16][C:15]([S:18]([C:21]2[CH:22]=[C:23]([OH:27])[CH:24]=[CH:25][CH:26]=2)(=[O:20])=[O:19])=[CH:14][CH:13]=1)[C:2]1[CH:7]=[CH:6][CH:5]=[CH:4][CH:3]=1.C(=O)([O-])[O-].[K+].[K+].F[C:45]1[CH:52]=[CH:51][CH:50]=[CH:49][C:46]=1[CH:47]=[O:48], predict the reaction product. The product is: [CH2:1]([N:8]([CH2:28][C@@H:29]([C:31]1[CH:36]=[CH:35][CH:34]=[C:33]([Cl:37])[CH:32]=1)[OH:30])[CH2:9][CH2:10][CH2:11][C:12]1[CH:13]=[CH:14][C:15]([S:18]([C:21]2[CH:22]=[C:23]([CH:24]=[CH:25][CH:26]=2)[O:27][C:45]2[CH:52]=[CH:51][CH:50]=[CH:49][C:46]=2[CH:47]=[O:48])(=[O:19])=[O:20])=[CH:16][CH:17]=1)[C:2]1[CH:3]=[CH:4][CH:5]=[CH:6][CH:7]=1.